This data is from Peptide-MHC class I binding affinity with 185,985 pairs from IEDB/IMGT. The task is: Regression. Given a peptide amino acid sequence and an MHC pseudo amino acid sequence, predict their binding affinity value. This is MHC class I binding data. (1) The peptide sequence is RPLEVGGSQS. The MHC is HLA-B07:02 with pseudo-sequence HLA-B07:02. The binding affinity (normalized) is 0.603. (2) The peptide sequence is HADQLTPAW. The MHC is HLA-A31:01 with pseudo-sequence HLA-A31:01. The binding affinity (normalized) is 0.0847. (3) The peptide sequence is TIVSRSSRGV. The MHC is HLA-A02:01 with pseudo-sequence HLA-A02:01. The binding affinity (normalized) is 0.138. (4) The peptide sequence is HPVHAGPIA. The MHC is HLA-A02:02 with pseudo-sequence HLA-A02:02. The binding affinity (normalized) is 0. (5) The peptide sequence is DFAGKTVWF. The MHC is HLA-A23:01 with pseudo-sequence HLA-A23:01. The binding affinity (normalized) is 0.189. (6) The binding affinity (normalized) is 0.328. The peptide sequence is NYVHCFRKPH. The MHC is HLA-A33:01 with pseudo-sequence HLA-A33:01.